This data is from NCI-60 drug combinations with 297,098 pairs across 59 cell lines. The task is: Regression. Given two drug SMILES strings and cell line genomic features, predict the synergy score measuring deviation from expected non-interaction effect. (1) Drug 1: CS(=O)(=O)C1=CC(=C(C=C1)C(=O)NC2=CC(=C(C=C2)Cl)C3=CC=CC=N3)Cl. Drug 2: C1=CN(C=N1)CC(O)(P(=O)(O)O)P(=O)(O)O. Cell line: CCRF-CEM. Synergy scores: CSS=13.1, Synergy_ZIP=1.94, Synergy_Bliss=8.23, Synergy_Loewe=7.11, Synergy_HSA=6.47. (2) Drug 1: CN(CC1=CN=C2C(=N1)C(=NC(=N2)N)N)C3=CC=C(C=C3)C(=O)NC(CCC(=O)O)C(=O)O. Drug 2: C1=CN(C(=O)N=C1N)C2C(C(C(O2)CO)O)O.Cl. Cell line: HCT116. Synergy scores: CSS=57.8, Synergy_ZIP=-4.28, Synergy_Bliss=-8.90, Synergy_Loewe=-7.48, Synergy_HSA=-6.02. (3) Drug 1: C1=CC(=CC=C1CCC2=CNC3=C2C(=O)NC(=N3)N)C(=O)NC(CCC(=O)O)C(=O)O. Drug 2: CC1C(C(CC(O1)OC2CC(CC3=C2C(=C4C(=C3O)C(=O)C5=CC=CC=C5C4=O)O)(C(=O)C)O)N)O. Cell line: A549. Synergy scores: CSS=69.6, Synergy_ZIP=-2.73, Synergy_Bliss=-8.15, Synergy_Loewe=5.79, Synergy_HSA=0.219. (4) Drug 1: CN(CC1=CN=C2C(=N1)C(=NC(=N2)N)N)C3=CC=C(C=C3)C(=O)NC(CCC(=O)O)C(=O)O. Drug 2: CCC1(C2=C(COC1=O)C(=O)N3CC4=CC5=C(C=CC(=C5CN(C)C)O)N=C4C3=C2)O.Cl. Cell line: UO-31. Synergy scores: CSS=30.7, Synergy_ZIP=-4.51, Synergy_Bliss=-0.107, Synergy_Loewe=-11.5, Synergy_HSA=-0.343. (5) Drug 1: CCC1(CC2CC(C3=C(CCN(C2)C1)C4=CC=CC=C4N3)(C5=C(C=C6C(=C5)C78CCN9C7C(C=CC9)(C(C(C8N6C=O)(C(=O)OC)O)OC(=O)C)CC)OC)C(=O)OC)O.OS(=O)(=O)O. Drug 2: CN(C(=O)NC(C=O)C(C(C(CO)O)O)O)N=O. Cell line: SK-MEL-28. Synergy scores: CSS=3.74, Synergy_ZIP=-4.54, Synergy_Bliss=-2.78, Synergy_Loewe=-16.3, Synergy_HSA=-3.54. (6) Drug 1: CC12CCC3C(C1CCC2=O)CC(=C)C4=CC(=O)C=CC34C. Drug 2: CC1=C2C(C(=O)C3(C(CC4C(C3C(C(C2(C)C)(CC1OC(=O)C(C(C5=CC=CC=C5)NC(=O)C6=CC=CC=C6)O)O)OC(=O)C7=CC=CC=C7)(CO4)OC(=O)C)O)C)OC(=O)C. Cell line: OVCAR-8. Synergy scores: CSS=85.9, Synergy_ZIP=-0.630, Synergy_Bliss=-0.509, Synergy_Loewe=-16.0, Synergy_HSA=0.660.